Predict the product of the given reaction. From a dataset of Forward reaction prediction with 1.9M reactions from USPTO patents (1976-2016). (1) Given the reactants [CH3:1][C:2]1[C:3]2[CH:12]=[CH:11][CH:10]=[CH:9][C:4]=2[S:5][C:6]=1[CH:7]=O.[C:13]12([NH2:23])[CH2:22][CH:17]3[CH2:18][CH:19]([CH2:21][CH:15]([CH2:16]3)[CH2:14]1)[CH2:20]2, predict the reaction product. The product is: [C:13]12([NH:23][CH2:7][C:6]3[S:5][C:4]4[CH:9]=[CH:10][CH:11]=[CH:12][C:3]=4[C:2]=3[CH3:1])[CH2:20][CH:19]3[CH2:18][CH:17]([CH2:16][CH:15]([CH2:21]3)[CH2:14]1)[CH2:22]2. (2) Given the reactants [Cl:1][C:2]1[CH:35]=[CH:34][C:5]([O:6][CH2:7][C:8]2[N:12]([CH2:13][CH2:14][CH2:15][CH:16]3[CH2:21][CH2:20][CH2:19][N:18]([C:22]([O:24][C:25]([CH3:28])([CH3:27])[CH3:26])=[O:23])[CH2:17]3)[C:11]3[CH:29]=[CH:30][CH:31]=[C:32]([OH:33])[C:10]=3[N:9]=2)=[CH:4][CH:3]=1.[H-].[Na+].[CH2:38](Br)[CH2:39][CH2:40][CH2:41][CH3:42], predict the reaction product. The product is: [Cl:1][C:2]1[CH:3]=[CH:4][C:5]([O:6][CH2:7][C:8]2[N:12]([CH2:13][CH2:14][CH2:15][CH:16]3[CH2:21][CH2:20][CH2:19][N:18]([C:22]([O:24][C:25]([CH3:28])([CH3:27])[CH3:26])=[O:23])[CH2:17]3)[C:11]3[CH:29]=[CH:30][CH:31]=[C:32]([O:33][CH2:42][CH2:41][CH2:40][CH2:39][CH2:38][CH:20]4[CH2:21][CH2:16][CH2:17][N:18]([C:22]([O:24][C:25]([CH3:28])([CH3:27])[CH3:26])=[O:23])[CH2:19]4)[C:10]=3[N:9]=2)=[CH:34][CH:35]=1. (3) Given the reactants OS(O)(=O)=O.[CH3:6][C:7]([C:22]1[CH:27]=[CH:26][C:25]([CH3:28])=[CH:24][CH:23]=1)([CH3:21])[C:8]([CH:10]([C:16]([O:18][CH2:19][CH3:20])=[O:17])[C:11](OCC)=[O:12])=[O:9], predict the reaction product. The product is: [OH:12][C:11]1[C:23]2[C:22](=[CH:27][CH:26]=[C:25]([CH3:28])[CH:24]=2)[C:7]([CH3:6])([CH3:21])[C:8](=[O:9])[C:10]=1[C:16]([O:18][CH2:19][CH3:20])=[O:17].